This data is from Forward reaction prediction with 1.9M reactions from USPTO patents (1976-2016). The task is: Predict the product of the given reaction. Given the reactants [CH3:1][O:2][C:3]1[CH:12]=[CH:11][C:10]([CH2:13][CH2:14][CH2:15][CH2:16][CH2:17][CH2:18][CH2:19][CH2:20][CH2:21][CH2:22][CH3:23])=[CH:9][C:4]=1[C:5]([NH:7][NH2:8])=[O:6].[C:24]([C:26]1([C:29](O)=[O:30])[CH2:28][CH2:27]1)#[N:25], predict the reaction product. The product is: [C:24]([C:26]1([C:29]([NH:8][NH:7][C:5](=[O:6])[C:4]2[CH:9]=[C:10]([CH2:13][CH2:14][CH2:15][CH2:16][CH2:17][CH2:18][CH2:19][CH2:20][CH2:21][CH2:22][CH3:23])[CH:11]=[CH:12][C:3]=2[O:2][CH3:1])=[O:30])[CH2:28][CH2:27]1)#[N:25].